Dataset: Reaction yield outcomes from USPTO patents with 853,638 reactions. Task: Predict the reaction yield, written as a fraction of the theoretical maximum amount of product (1.0 means a 100% yield; for example, 0.34 means a 34% yield). (1) The reactants are [CH3:1][CH:2]([C@H:4]1[CH2:8][O:7][C:6](=[O:9])[NH:5]1)[CH3:3].[F:10][C:11]([F:18])([F:17])[CH2:12][CH2:13][C:14](O)=[O:15]. No catalyst specified. The product is [CH3:1][CH:2]([C@H:4]1[CH2:8][O:7][C:6](=[O:9])[N:5]1[C:14](=[O:15])[CH2:13][CH2:12][C:11]([F:18])([F:17])[F:10])[CH3:3]. The yield is 0.400. (2) The reactants are [OH:1][C:2]1[CH:7]=[C:6]([N:8]2[CH2:13][CH2:12][O:11][CH2:10][CH2:9]2)[CH:5]=[C:4]([OH:14])[C:3]=1[C:15](=[O:17])[CH3:16].C([O-])([O-])=O.[K+].[K+].Cl.[C:25](Cl)(=O)[C:26]1[CH:31]=[CH:30][CH:29]=[N:28][CH:27]=1.O. The catalyst is CC(C)=O. The product is [OH:1][C:2]1[CH:7]=[C:6]([N:8]2[CH2:13][CH2:12][O:11][CH2:10][CH2:9]2)[CH:5]=[C:4]2[C:3]=1[C:15](=[O:17])[CH:16]=[C:25]([C:26]1[CH:27]=[N:28][CH:29]=[CH:30][CH:31]=1)[O:14]2. The yield is 0.120. (3) The reactants are [C:1]([C:5]1[CH:10]=[CH:9][C:8]([C:11]2[CH:16]=[CH:15][C:14]([C:17]([CH3:20])([CH3:19])[CH3:18])=[CH:13][CH:12]=2)=[CH:7][CH:6]=1)([CH3:4])([CH3:3])[CH3:2].C(O)(=O)C.[N+:25]([O-])([OH:27])=[O:26]. The catalyst is C(OC(=O)C)(=O)C. The product is [C:17]([C:14]1[CH:13]=[CH:12][C:11]([C:8]2[CH:9]=[CH:10][C:5]([C:1]([CH3:4])([CH3:3])[CH3:2])=[CH:6][CH:7]=2)=[C:16]([N+:25]([O-:27])=[O:26])[CH:15]=1)([CH3:20])([CH3:19])[CH3:18]. The yield is 0.630. (4) The reactants are [F-].C([N+](CCCC)(CCCC)CCCC)CCC.[Si]([O:26][CH2:27][CH2:28][N:29]1[CH2:34][CH2:33][CH2:32][N:31]([CH:35]2[CH2:40][CH2:39][N:38]([C:41](=[O:59])[C@H:42]([OH:58])[CH2:43][S:44]([C:47]3[CH:56]=[CH:55][C:54]4[C:49](=[CH:50][CH:51]=[C:52]([Cl:57])[CH:53]=4)[CH:48]=3)(=[O:46])=[O:45])[CH2:37][CH2:36]2)[C:30]1=[O:60])(C(C)(C)C)(C)C. The catalyst is C1COCC1. The product is [Cl:57][C:52]1[CH:53]=[C:54]2[C:49](=[CH:50][CH:51]=1)[CH:48]=[C:47]([S:44]([CH2:43][C@@H:42]([OH:58])[C:41]([N:38]1[CH2:37][CH2:36][CH:35]([N:31]3[CH2:32][CH2:33][CH2:34][N:29]([CH2:28][CH2:27][OH:26])[C:30]3=[O:60])[CH2:40][CH2:39]1)=[O:59])(=[O:45])=[O:46])[CH:56]=[CH:55]2. The yield is 0.540. (5) The reactants are [F:1][C:2]([F:17])([F:16])[C:3]1[CH:15]=[CH:14][CH:13]=[CH:12][C:4]=1[O:5][CH:6]1[CH2:11][CH2:10][NH:9][CH2:8][CH2:7]1.[CH:18]1([CH2:21][CH2:22][NH:23][C:24]([C:26]2[N:27]=[N:28][C:29](Cl)=[CH:30][CH:31]=2)=[O:25])[CH2:20][CH2:19]1. The yield is 0.440. The product is [CH:18]1([CH2:21][CH2:22][NH:23][C:24]([C:26]2[N:27]=[N:28][C:29]([N:9]3[CH2:10][CH2:11][CH:6]([O:5][C:4]4[CH:12]=[CH:13][CH:14]=[CH:15][C:3]=4[C:2]([F:1])([F:16])[F:17])[CH2:7][CH2:8]3)=[CH:30][CH:31]=2)=[O:25])[CH2:20][CH2:19]1. No catalyst specified. (6) The reactants are C([O:5][C:6](=[O:44])[CH2:7][CH2:8][N:9]([C:11](=[O:43])[C:12]1[CH:17]=[CH:16][C:15]([O:18][CH:19]([C:27]2[CH:32]=[CH:31][C:30]([C:33]3[CH:38]=[CH:37][C:36]([C:39]([F:42])([F:41])[F:40])=[CH:35][CH:34]=3)=[CH:29][CH:28]=2)[CH2:20][CH:21]2[CH2:26][CH2:25][CH2:24][CH2:23][CH2:22]2)=[CH:14][CH:13]=1)[CH3:10])(C)(C)C.[Li+].[OH-].Cl. The catalyst is C1COCC1.O. The product is [CH:21]1([CH2:20][CH:19]([C:27]2[CH:28]=[CH:29][C:30]([C:33]3[CH:38]=[CH:37][C:36]([C:39]([F:40])([F:41])[F:42])=[CH:35][CH:34]=3)=[CH:31][CH:32]=2)[O:18][C:15]2[CH:16]=[CH:17][C:12]([C:11]([N:9]([CH3:10])[CH2:8][CH2:7][C:6]([OH:44])=[O:5])=[O:43])=[CH:13][CH:14]=2)[CH2:22][CH2:23][CH2:24][CH2:25][CH2:26]1. The yield is 0.680.